From a dataset of Experimentally validated miRNA-target interactions with 360,000+ pairs, plus equal number of negative samples. Binary Classification. Given a miRNA mature sequence and a target amino acid sequence, predict their likelihood of interaction. (1) The miRNA is hsa-miR-3616-3p with sequence CGAGGGCAUUUCAUGAUGCAGGC. The protein sequence of the target gene is MPGRTWELCLLLLLGLGLGSQEALPPPCESEIYCHGELLNQVQMAKLYQDDKQFVDMPLSIAPEQVLQTFTELSRDHNHSIPREQLQAFVHEHFQAKGQELQPWTPADWKDSPQFLQKISDAKLRAWAGQLHQLWKKLGKKMKPEVLSHPERFSLIYSEHPFIVPGGRFVEFYYWDSYWVMEGLLLSEMAETVKGMLQNFLDLVKTYGHVPNGGRVYYLQRSQPPLLTLMMDCYLTHTNDTAFLQENIETLALELDFWTKNRTVSVSLEGKNYLLNRYYVPYGGPRPESYSKDVELADTL.... Result: 0 (no interaction). (2) The miRNA is hsa-miR-30c-2-3p with sequence CUGGGAGAAGGCUGUUUACUCU. The protein sequence of the target gene is MAQKGQLSDDEKFLFVDKNFINSPVAQADWAAKRLVWVPSEKQGFEAASIKEEKGDEVVVELVENGKKVTVGKDDIQKMNPPKFSKVEDMAELTCLNEASVLHNLRERYFSGLIYTYSGLFCVVVNPYKHLPIYSEKIVDMYKGKKRHEMPPHIYAIADTAYRSMLQDREDQSILCTGESGAGKTENTKKVIQYLAVVASSHKGKKDTSITGELEKQLLQANPILEAFGNAKTVKNDNSSRFGKFIRINFDVTGYIVGANIETYLLEKSRAIRQARDERTFHIFYYMIAGAKEKMRSDLL.... Result: 1 (interaction). (3) The miRNA is hsa-miR-6766-3p with sequence UGAUUGUCUUCCCCCACCCUCA. The protein sequence of the target gene is MLPRGRPRALGAAALLLLLLLLGFLLFGGDLGCERREPGGRAGAPGCFPGPLMPRVPPDGRLRRAAALDGDPGAGPGDHNRSDCGPQPPPPPKCELLHVAIVCAGHNSSRDVITLVKSMLFYRKNPLHLHLVTDAVARNILETLFHTWMVPAVRVSFYHADQLKPQVSWIPNKHYSGLYGLMKLVLPSALPAELARVIVLDTDVTFASDISELWALFAHFSDTQAIGLVENQSDWYLGNLWKNHRPWPALGRGFNTGVILLRLDRLRQAGWEQMWRLTARRELLSLPATSLADQDIFNAV.... Result: 0 (no interaction). (4) The miRNA is mmu-miR-141-3p with sequence UAACACUGUCUGGUAAAGAUGG. The protein sequence of the target gene is MWLSPSLLLLILPGYSIAAKITGPTTVNGSEQGSLTVQCAYGSGWETYLKWRCQGADWNYCNILVKTNGSEQEVKKNRVSIRDNQKNHVFTVTMENLKRDDADSYWCGTERPGIDLGVKVQVTINPGTQTAVSEWTTTTASLAFTAAATQKTSSPLTRSPLKSTHFLFLFLLELPLLLSMLGTVLWVNRPQRRS. Result: 0 (no interaction). (5) The miRNA is hsa-miR-1224-3p with sequence CCCCACCUCCUCUCUCCUCAG. The protein sequence of the target gene is MFLLLPFDSLIVNLLGISLTVLFTLLLVFIIVPAIFGVSFGIRKLYMKSLLKIFAWATLRMERGAKEKNHQLYKPYTNGIIAKDPTSLEEEIKEIRRSGSSKALDNTPEFELSDIFYFCRKGMETIMDDEVTKRFSAEELESWNLLSRTNYNFQYISLRLTVLWGLGVLIRYCFLLPLRIALAFTGISLLVVGTTVVGYLPNGRFKEFMSKHVHLMCYRICVRALTAIITYHDRENRPRNGGICVANHTSPIDVIILASDGYYAMVGQVHGGLMGVIQRAMVKACPHVWFERSEVKDRHL.... Result: 1 (interaction). (6) The miRNA is mmu-miR-3473a with sequence UGGAGAGAUGGCUCAGCA. The protein sequence of the target gene is MAGTVLGVGAGVFILALLWVAVLLLCVLLSRASGAARFSVIFLFFGAVIITSVLLLFPRAGEFPAPEVEVKIVDDFFIGRYVLLAFLSAIFLGGLFLVLIHYVLEPIYAKPLHSY. Result: 0 (no interaction). (7) The miRNA is hsa-miR-5694 with sequence CAGAUCAUGGGACUGUCUCAG. The protein sequence of the target gene is MTLKWTSVLLLIHLSCYFSSGSCGKVLVWAAEYSHWMNMKTILKELVQRGHEVTVLASSASILFDPNDASTLKFEVYPTSLTKTEFENIIMQQVKRWSDIRKDSFWLYFSQEQEILWELYDIFRNFCKDVVSNKKVMKKLQESRFDIVFADAVFPCGELLAALLNIRFVYSLRFTPGYTIERHSGGLIFPPSYIPIVMSKLSDQMTFMERVKNMIYVLYFDFWFQMSDMKKWDQFYSEVLGRPTTLFETMGKADIWLMRNSWSFQFPHPFLPNVDFVGGFHCKPAKPLPKEMEEFVQSSG.... Result: 0 (no interaction). (8) The miRNA is hsa-miR-134-5p with sequence UGUGACUGGUUGACCAGAGGGG. The protein sequence of the target gene is MPTRVCCCCSALRPRYKRLVDNIFPEDPKDGLVKTDMEKLTFYAVSAPEKLDRIGSYLAERLSRDVVRHRSGYVLIAMEALDQLLMACHSQSIKPFVESFLHMVAKLLESGEPKLQVLGTNSFVKFANIEEDTPSYHRRYDFFVSRFSAMCHSCHSDPEIRTEIRIAGIRGIQGVVRKTVNDELRATIWEPQHMDKIVPSLLFNMQKIEEVDSRIGPPSSPSATDKEENPAVLAENCFRELLGRATFGNMNNAVRPVFAHLDHHKLWDPNEFAVHCFKIIMYSIQAQYSHHVIQEILGHL.... Result: 0 (no interaction).